From a dataset of NCI-60 drug combinations with 297,098 pairs across 59 cell lines. Regression. Given two drug SMILES strings and cell line genomic features, predict the synergy score measuring deviation from expected non-interaction effect. (1) Drug 1: CC(C1=C(C=CC(=C1Cl)F)Cl)OC2=C(N=CC(=C2)C3=CN(N=C3)C4CCNCC4)N. Drug 2: CC1=C(C=C(C=C1)C(=O)NC2=CC(=CC(=C2)C(F)(F)F)N3C=C(N=C3)C)NC4=NC=CC(=N4)C5=CN=CC=C5. Cell line: SNB-19. Synergy scores: CSS=1.26, Synergy_ZIP=0.216, Synergy_Bliss=0.755, Synergy_Loewe=-4.03, Synergy_HSA=-2.00. (2) Synergy scores: CSS=8.23, Synergy_ZIP=3.94, Synergy_Bliss=8.48, Synergy_Loewe=7.68, Synergy_HSA=7.91. Drug 2: C1=CC=C(C(=C1)C(C2=CC=C(C=C2)Cl)C(Cl)Cl)Cl. Drug 1: CC1=CC2C(CCC3(C2CCC3(C(=O)C)OC(=O)C)C)C4(C1=CC(=O)CC4)C. Cell line: NCI/ADR-RES. (3) Drug 1: C1=CN(C(=O)N=C1N)C2C(C(C(O2)CO)O)O.Cl. Drug 2: CCC1=C2CN3C(=CC4=C(C3=O)COC(=O)C4(CC)O)C2=NC5=C1C=C(C=C5)O. Cell line: UACC-257. Synergy scores: CSS=15.1, Synergy_ZIP=-3.89, Synergy_Bliss=0.372, Synergy_Loewe=-1.01, Synergy_HSA=-0.138. (4) Drug 1: CC1CCC2CC(C(=CC=CC=CC(CC(C(=O)C(C(C(=CC(C(=O)CC(OC(=O)C3CCCCN3C(=O)C(=O)C1(O2)O)C(C)CC4CCC(C(C4)OC)OCCO)C)C)O)OC)C)C)C)OC. Drug 2: C1=CN(C=N1)CC(O)(P(=O)(O)O)P(=O)(O)O. Cell line: SW-620. Synergy scores: CSS=14.1, Synergy_ZIP=-3.56, Synergy_Bliss=1.31, Synergy_Loewe=-11.2, Synergy_HSA=-0.829. (5) Drug 1: C1=CC(=CC=C1CCC2=CNC3=C2C(=O)NC(=N3)N)C(=O)NC(CCC(=O)O)C(=O)O. Drug 2: C1=NC2=C(N1)C(=S)N=C(N2)N. Cell line: UACC-257. Synergy scores: CSS=8.04, Synergy_ZIP=-5.54, Synergy_Bliss=-4.10, Synergy_Loewe=-3.96, Synergy_HSA=-2.59. (6) Drug 1: CCN(CC)CCCC(C)NC1=C2C=C(C=CC2=NC3=C1C=CC(=C3)Cl)OC. Drug 2: CC1C(C(CC(O1)OC2CC(CC3=C2C(=C4C(=C3O)C(=O)C5=C(C4=O)C(=CC=C5)OC)O)(C(=O)CO)O)N)O.Cl. Cell line: HCT-15. Synergy scores: CSS=30.0, Synergy_ZIP=-9.15, Synergy_Bliss=-9.73, Synergy_Loewe=-8.20, Synergy_HSA=-7.10. (7) Drug 1: CCCCC(=O)OCC(=O)C1(CC(C2=C(C1)C(=C3C(=C2O)C(=O)C4=C(C3=O)C=CC=C4OC)O)OC5CC(C(C(O5)C)O)NC(=O)C(F)(F)F)O. Drug 2: CN(C(=O)NC(C=O)C(C(C(CO)O)O)O)N=O. Cell line: SK-MEL-5. Synergy scores: CSS=30.3, Synergy_ZIP=1.14, Synergy_Bliss=2.69, Synergy_Loewe=-43.6, Synergy_HSA=1.76. (8) Drug 1: CC(CN1CC(=O)NC(=O)C1)N2CC(=O)NC(=O)C2. Synergy scores: CSS=24.3, Synergy_ZIP=2.04, Synergy_Bliss=2.26, Synergy_Loewe=5.74, Synergy_HSA=5.53. Drug 2: CC(C)(C#N)C1=CC(=CC(=C1)CN2C=NC=N2)C(C)(C)C#N. Cell line: KM12. (9) Drug 1: CC1=CC=C(C=C1)C2=CC(=NN2C3=CC=C(C=C3)S(=O)(=O)N)C(F)(F)F. Drug 2: CC1=C(C=C(C=C1)C(=O)NC2=CC(=CC(=C2)C(F)(F)F)N3C=C(N=C3)C)NC4=NC=CC(=N4)C5=CN=CC=C5. Cell line: TK-10. Synergy scores: CSS=-1.87, Synergy_ZIP=-0.708, Synergy_Bliss=-3.76, Synergy_Loewe=-5.37, Synergy_HSA=-4.67. (10) Drug 1: CC1CCC2CC(C(=CC=CC=CC(CC(C(=O)C(C(C(=CC(C(=O)CC(OC(=O)C3CCCCN3C(=O)C(=O)C1(O2)O)C(C)CC4CCC(C(C4)OC)O)C)C)O)OC)C)C)C)OC. Drug 2: C1=NNC2=C1C(=O)NC=N2. Cell line: COLO 205. Synergy scores: CSS=17.8, Synergy_ZIP=-7.55, Synergy_Bliss=-4.37, Synergy_Loewe=-30.9, Synergy_HSA=-4.31.